Regression. Given two drug SMILES strings and cell line genomic features, predict the synergy score measuring deviation from expected non-interaction effect. From a dataset of NCI-60 drug combinations with 297,098 pairs across 59 cell lines. Synergy scores: CSS=7.94, Synergy_ZIP=-1.44, Synergy_Bliss=-1.70, Synergy_Loewe=-14.7, Synergy_HSA=-2.86. Drug 2: CC12CCC3C(C1CCC2OP(=O)(O)O)CCC4=C3C=CC(=C4)OC(=O)N(CCCl)CCCl.[Na+]. Cell line: HCC-2998. Drug 1: CC1C(C(CC(O1)OC2CC(CC3=C2C(=C4C(=C3O)C(=O)C5=C(C4=O)C(=CC=C5)OC)O)(C(=O)C)O)N)O.Cl.